This data is from Forward reaction prediction with 1.9M reactions from USPTO patents (1976-2016). The task is: Predict the product of the given reaction. (1) The product is: [CH3:1][O:2][C:3]([C@@H:5]1[CH2:9][CH2:8][CH2:7][N:6]1[NH:10][CH2:11][C:12]1[CH:17]=[CH:16][CH:15]=[C:14]([F:18])[CH:13]=1)=[O:4]. Given the reactants [CH3:1][O:2][C:3]([C@@H:5]1[CH2:9][CH2:8][CH2:7][N:6]1[N:10]=[CH:11][C:12]1[CH:17]=[CH:16][CH:15]=[C:14]([F:18])[CH:13]=1)=[O:4].C([BH3-])#N.[Na+].C(=O)(O)[O-].[Na+], predict the reaction product. (2) Given the reactants [F:1][C:2]1[CH:3]=[C:4]([CH:16]=[CH:17][C:18]=1[F:19])[O:5][C:6]1[N:11]=[CH:10][C:9]([CH2:12][C:13]([OH:15])=[O:14])=[CH:8][CH:7]=1.S(=O)(=O)(O)O.C([O-])([O-])=O.[Na+].[Na+].[CH2:31](O)[CH3:32], predict the reaction product. The product is: [F:1][C:2]1[CH:3]=[C:4]([CH:16]=[CH:17][C:18]=1[F:19])[O:5][C:6]1[N:11]=[CH:10][C:9]([CH2:12][C:13]([O:15][CH2:31][CH3:32])=[O:14])=[CH:8][CH:7]=1. (3) Given the reactants CN(C)C=O.[Cl:6][C:7]1[C:8](Cl)=[N:9][CH:10]=[C:11]([CH:15]=1)[C:12]([OH:14])=[O:13].[CH:17]1([OH:23])[CH2:22][CH2:21][CH2:20][CH2:19][CH2:18]1.[H-].[Na+], predict the reaction product. The product is: [Cl:6][C:7]1[C:8]([O:23][CH:17]2[CH2:22][CH2:21][CH2:20][CH2:19][CH2:18]2)=[N:9][CH:10]=[C:11]([CH:15]=1)[C:12]([OH:14])=[O:13]. (4) Given the reactants [Cl:1][C:2]1[CH:24]=[CH:23][C:5]([CH2:6][C@H:7]2[CH2:12][C@@H:11]([C:13]3[O:17][NH:16][C:15](=[O:18])[CH:14]=3)[CH2:10][CH2:9][N:8]2C(OC)=O)=[CH:4][CH:3]=1, predict the reaction product. The product is: [Cl:1][C:2]1[CH:24]=[CH:23][C:5]([CH2:6][C@H:7]2[CH2:12][C@@H:11]([C:13]3[O:17][NH:16][C:15](=[O:18])[CH:14]=3)[CH2:10][CH2:9][NH:8]2)=[CH:4][CH:3]=1. (5) Given the reactants [NH2:1][C:2]1=[C:3]([C:9]#[N:10])[CH2:4][CH2:5][CH2:6][CH2:7][CH2:8]1.[C:11]([N:19]=[C:20]=[O:21])(=[O:18])[C:12]1[CH:17]=[CH:16][CH:15]=[CH:14][CH:13]=1, predict the reaction product. The product is: [C:9]([C:3]1=[C:2]([NH:1][C:20]([NH:19][C:11](=[O:18])[C:12]2[CH:13]=[CH:14][CH:15]=[CH:16][CH:17]=2)=[O:21])[CH2:8][CH2:7][CH2:6][CH2:5][CH2:4]1)#[N:10]. (6) Given the reactants [Cl:1][C:2]1[CH:3]=[CH:4][C:5]([C:8]([OH:10])=O)=[N:6][CH:7]=1.[NH2:11][C:12]([CH3:16])([CH3:15])[CH2:13][OH:14], predict the reaction product. The product is: [OH:14][CH2:13][C:12]([NH:11][C:8]([C:5]1[CH:4]=[CH:3][C:2]([Cl:1])=[CH:7][N:6]=1)=[O:10])([CH3:16])[CH3:15].